From a dataset of Forward reaction prediction with 1.9M reactions from USPTO patents (1976-2016). Predict the product of the given reaction. (1) Given the reactants [CH:1]1([C:4]2[S:5][C:6]3[C:7]([N:16]=2)=[N:8][C:9]([C:12]([O:14]C)=[O:13])=[CH:10][CH:11]=3)[CH2:3][CH2:2]1.CO.[OH-].[Na+].Cl, predict the reaction product. The product is: [CH:1]1([C:4]2[S:5][C:6]3[C:7]([N:16]=2)=[N:8][C:9]([C:12]([OH:14])=[O:13])=[CH:10][CH:11]=3)[CH2:2][CH2:3]1. (2) Given the reactants Br[C:2]1[CH:3]=[N:4][N:5]2[C:10]([C:11]3[CH:12]=[C:13]([NH:17][C:18](=[O:23])[CH2:19][CH:20]([CH3:22])[CH3:21])[CH:14]=[CH:15][CH:16]=3)=[CH:9][CH:8]=[N:7][C:6]=12.[CH3:24][C:25]1[CH:26]=[C:27](B(O)O)[CH:28]=[C:29]([CH3:31])[CH:30]=1, predict the reaction product. The product is: [CH3:24][C:25]1[CH:26]=[C:27]([C:2]2[CH:3]=[N:4][N:5]3[C:10]([C:11]4[CH:12]=[C:13]([NH:17][C:18](=[O:23])[CH2:19][CH:20]([CH3:22])[CH3:21])[CH:14]=[CH:15][CH:16]=4)=[CH:9][CH:8]=[N:7][C:6]=23)[CH:28]=[C:29]([CH3:31])[CH:30]=1. (3) Given the reactants [F:1][CH:2]([F:12])[C:3]1[C:7]([C:8](Cl)=[O:9])=[CH:6][N:5]([CH3:11])[N:4]=1.[Cl:13][C:14]1[CH:15]=[C:16]([C:21]2[CH:26]=[C:25]([F:27])[CH:24]=[CH:23][C:22]=2[NH2:28])[CH:17]=[CH:18][C:19]=1[Cl:20], predict the reaction product. The product is: [Cl:13][C:14]1[CH:15]=[C:16]([C:21]2[CH:26]=[C:25]([F:27])[CH:24]=[CH:23][C:22]=2[NH:28][C:8]([C:7]2[C:3]([CH:2]([F:12])[F:1])=[N:4][N:5]([CH3:11])[CH:6]=2)=[O:9])[CH:17]=[CH:18][C:19]=1[Cl:20]. (4) Given the reactants [C:1]([C:3]1[C:4]([N:21]2[CH2:26][CH2:25][CH:24]([C:27](O)=[O:28])[CH2:23][CH2:22]2)=[N:5][C:6]([CH2:14][N:15]2[CH2:19][CH2:18][CH2:17][C:16]2=[O:20])=[C:7]([C:9]([O:11][CH2:12][CH3:13])=[O:10])[CH:8]=1)#[N:2].[Cl:30][C:31]1[CH:36]=[CH:35][C:34]([CH2:37][S:38]([NH2:41])(=[O:40])=[O:39])=[C:33]([F:42])[CH:32]=1, predict the reaction product. The product is: [Cl:30][C:31]1[CH:36]=[CH:35][C:34]([CH2:37][S:38]([NH:41][C:27]([CH:24]2[CH2:25][CH2:26][N:21]([C:4]3[C:3]([C:1]#[N:2])=[CH:8][C:7]([C:9]([O:11][CH2:12][CH3:13])=[O:10])=[C:6]([CH2:14][N:15]4[CH2:19][CH2:18][CH2:17][C:16]4=[O:20])[N:5]=3)[CH2:22][CH2:23]2)=[O:28])(=[O:40])=[O:39])=[C:33]([F:42])[CH:32]=1. (5) Given the reactants [F:1][C:2]1[CH:3]=[CH:4][C:5]([C:10]2[CH:11]=[N:12][C:13]3[N:14]([CH:16]=[C:17]([CH2:19][O:20][C:21]4[CH:26]=[CH:25][C:24]([F:27])=[CH:23][CH:22]=4)[N:18]=3)[CH:15]=2)=[C:6]([CH2:8][OH:9])[CH:7]=1.[C:28](N1C=CN=C1)([N:30]1C=CN=C1)=[O:29].O.N.C(OCC)(=O)C, predict the reaction product. The product is: [C:28](=[O:29])([O:9][CH2:8][C:6]1[CH:7]=[C:2]([F:1])[CH:3]=[CH:4][C:5]=1[C:10]1[CH:11]=[N:12][C:13]2[N:14]([CH:16]=[C:17]([CH2:19][O:20][C:21]3[CH:26]=[CH:25][C:24]([F:27])=[CH:23][CH:22]=3)[N:18]=2)[CH:15]=1)[NH2:30]. (6) Given the reactants [C:1]([O:5][C:6]([N:8]1[CH2:20][CH:19]([CH3:21])[N:18]2[CH:10]([CH2:11][C:12]3[C:17]2=[N:16][C:15]([CH2:22][OH:23])=[CH:14][CH:13]=3)[CH2:9]1)=[O:7])([CH3:4])([CH3:3])[CH3:2].C(Cl)Cl.[C:27](C1NC=CN=1)(C1NC=CN=1)=[O:28].[NH:39]1[CH2:43][CH2:42][CH2:41][CH2:40]1, predict the reaction product. The product is: [C:22]([O-:23])(=[O:28])[CH3:15].[NH4+:8].[C:1]([O:5][C:6]([N:8]1[CH2:20][C@@H:19]([CH3:21])[N:18]2[C@H:10]([CH2:11][C:12]3[C:17]2=[N:16][C:15]([CH2:22][O:23][C:27]([N:39]2[CH2:43][CH2:42][CH2:41][CH2:40]2)=[O:28])=[CH:14][CH:13]=3)[CH2:9]1)=[O:7])([CH3:2])([CH3:4])[CH3:3]. (7) Given the reactants [NH:1]1[C:9]2[CH:8]=[CH:7][CH:6]=[C:5]([CH:10]=[O:11])[C:4]=2[CH:3]=[CH:2]1.CC(C)([O-])C.[K+].Br[CH:19]([CH2:21][CH2:22][CH3:23])[CH3:20].O, predict the reaction product. The product is: [CH3:20][CH:19]([N:1]1[C:9]2[CH:8]=[CH:7][CH:6]=[C:5]([CH:10]=[O:11])[C:4]=2[CH:3]=[CH:2]1)[CH2:21][CH2:22][CH3:23]. (8) Given the reactants ClC1C=CC(NC2N(C)C3C=C(OC)C(O[C:20]4([C:26](O)=O)[CH:25]=[CH:24][CH:23]=[CH:22][NH:21]4)=CC=3N=2)=CC=1.N1(CCN)CCCC1.C[N:40]([C:42]([O:46]N1N=NC2C=CC=CC1=2)=[N+](C)C)C.F[P-](F)(F)(F)(F)F.C(N(CC)C(C)C)(C)C, predict the reaction product. The product is: [N:21]1([CH2:20][CH2:26][NH:40][CH:42]=[O:46])[CH2:22][CH2:23][CH2:24][CH2:25]1.